Binary Classification. Given a miRNA mature sequence and a target amino acid sequence, predict their likelihood of interaction. From a dataset of Experimentally validated miRNA-target interactions with 360,000+ pairs, plus equal number of negative samples. (1) The miRNA is cel-miR-799 with sequence UGAACCCUGAUAAAGCUAGUGG. The protein sequence of the target gene is MAAADIARQVGEDCRTVPLAGHVGFDSLPDQLVNKSVSQGFCFNILCVGETGLGKSTLMDTLFNTKFEGEPATHTQPGVQLQSNTYDLQESNVGLKLTIVSTVGFGDQINKEDSYKPIVEFIDAQFEAYLQEELKIRRVLHSYHDSRIHVCLYFIAPTGHSLKSLDLVTMKKLDSKVNIIPVIAKSDAISKSELAKFKIKITSELVSNGVQIYQFPTDDESVSEINGTMNAHLPFAVVGSTEEVKIGNKMMRARQYPWGTVQVENEAHCDFVKLREMLIRVNMEDLREQTHARHYELYRR.... Result: 0 (no interaction). (2) The miRNA is hsa-miR-891b with sequence UGCAACUUACCUGAGUCAUUGA. The protein sequence of the target gene is MGPERTGAAPLPLLLVLALSQGILNCCLAYNVGLPEAKIFSGPSSEQFGYAVQQFINPKGNWLLVGSPWSGFPENRMGDVYKCPVDLSTATCEKLNLQTSTSIPNVTEMKTNMSLGLILTRNMGTGGFLTCGPLWAQQCGNQYYTTGVCSDISPDFQLSASFSPATQPCPSLIDVVVVCDESNSIYPWDAVKNFLEKFVQGLDIGPTKTQVGLIQYANNPRVVFNLNTYKTKEEMIVATSQTSQYGGDLTNTFGAIQYARKYAYSAASGGRRSATKVMVVVTDGESHDGSMLKAVIDQCN.... Result: 1 (interaction).